This data is from Reaction yield outcomes from USPTO patents with 853,638 reactions. The task is: Predict the reaction yield, written as a fraction of the theoretical maximum amount of product (1.0 means a 100% yield; for example, 0.34 means a 34% yield). The reactants are Br[C:2](=[CH:5]OC(C)C)[CH:3]=[O:4].[NH2:10][C:11]1[CH2:16][N:15]([CH3:17])[C:14](=[O:18])[CH2:13][N:12]=1.C(N(CC)CC)C. The catalyst is C(#N)C. The product is [CH3:17][N:15]1[C:14](=[O:18])[CH2:13][N:12]2[CH:5]=[C:2]([CH:3]=[O:4])[N:10]=[C:11]2[CH2:16]1.[CH3:17][N:15]1[C:14](=[O:18])[CH2:13][N:12]2[C:2]([CH:3]=[O:4])=[CH:5][N:10]=[C:11]2[CH2:16]1. The yield is 0.491.